Dataset: Reaction yield outcomes from USPTO patents with 853,638 reactions. Task: Predict the reaction yield, written as a fraction of the theoretical maximum amount of product (1.0 means a 100% yield; for example, 0.34 means a 34% yield). (1) The reactants are [N:1]1[C:2]([C:10]([OH:12])=O)=[CH:3][N:4]2[C:9]=1[CH:8]=[CH:7][CH:6]=[N:5]2.CCN(C(C)C)C(C)C.Cl.C(N=C=NCCCN(C)C)C.OC1C2N=NNC=2C=CC=1.Cl.[CH3:45][NH:46][O:47][CH3:48]. The catalyst is ClCCl. The product is [CH3:48][O:47][N:46]([CH3:45])[C:10]([C:2]1[N:1]=[C:9]2[CH:8]=[CH:7][CH:6]=[N:5][N:4]2[CH:3]=1)=[O:12]. The yield is 0.730. (2) The reactants are [Br:1][C:2]1[CH:3]=[N:4][C:5]([Cl:14])=[C:6]([O:8][C@@H:9]2[CH2:13][CH2:12][NH:11][CH2:10]2)[CH:7]=1.[F:15][C:16]([F:23])([F:22])[CH2:17][CH2:18][C:19](O)=[O:20].C(N(CC)CC)C.CN(C(ON1N=NC2C1=CC=CC=2)=[N+](C)C)C.F[P-](F)(F)(F)(F)F. The catalyst is CN(C)C=O.C(OCC)(=O)C. The product is [Br:1][C:2]1[CH:3]=[N:4][C:5]([Cl:14])=[C:6]([O:8][C@@H:9]2[CH2:13][CH2:12][N:11]([C:19](=[O:20])[CH2:18][CH2:17][C:16]([F:23])([F:22])[F:15])[CH2:10]2)[CH:7]=1. The yield is 0.600. (3) The reactants are Br[C:2]1[CH:3]=[C:4]2[C:9](=[CH:10][N:11]=1)[N:8]([C@H:12]1[CH2:17][CH2:16][CH2:15][N:14]([CH2:18][CH2:19][N:20]([CH2:23][CH3:24])[CH2:21][CH3:22])[CH2:13]1)[CH:7]=[C:6]([C:25]([O:27]CC)=[O:26])[C:5]2=[O:30].[CH2:31]([NH:33][C:34](=[O:54])[NH:35][C:36]1[N:41]=[CH:40][C:39](B(O)O)=[C:38]([C:45]2[S:46][CH:47]=[C:48]([C:50]([F:53])([F:52])[F:51])[N:49]=2)[CH:37]=1)[CH3:32].C(=O)([O-])[O-].[Cs+].[Cs+].[OH-].[Li+].Cl. The catalyst is O1CCOCC1.O.C1(P([Pd-4](P(C2C=CC=CC=2)(C2C=CC=CC=2)C2C=CC=CC=2)(P(C2C=CC=CC=2)(C2C=CC=CC=2)C2C=CC=CC=2)P(C2C=CC=CC=2)(C2C=CC=CC=2)C2C=CC=CC=2)(C2C=CC=CC=2)C2C=CC=CC=2)C=CC=CC=1. The product is [CH2:21]([N:20]([CH2:23][CH3:24])[CH2:19][CH2:18][N:14]1[CH2:15][CH2:16][CH2:17][C@H:12]([N:8]2[C:9]3[C:4](=[CH:3][C:2]([C:39]4[CH:40]=[N:41][C:36]([NH:35][C:34]([NH:33][CH2:31][CH3:32])=[O:54])=[CH:37][C:38]=4[C:45]4[S:46][CH:47]=[C:48]([C:50]([F:53])([F:51])[F:52])[N:49]=4)=[N:11][CH:10]=3)[C:5](=[O:30])[C:6]([C:25]([OH:27])=[O:26])=[CH:7]2)[CH2:13]1)[CH3:22]. The yield is 0.300. (4) The reactants are [C:1]([O:5][C:6]([N:8]1[CH2:13][CH2:12][N:11]([C:14]2[N:15]=[N:16][C:17]([C:21]([F:24])([F:23])[F:22])=[C:18](I)[CH:19]=2)[CH2:10][CH2:9]1)=[O:7])([CH3:4])([CH3:3])[CH3:2].[Cl:25][C:26]1[S:30][C:29](B(O)O)=[CH:28][CH:27]=1.C(=O)([O-])[O-].[Na+].[Na+]. The catalyst is C(COC)OC.O.C1C=CC([P]([Pd]([P](C2C=CC=CC=2)(C2C=CC=CC=2)C2C=CC=CC=2)([P](C2C=CC=CC=2)(C2C=CC=CC=2)C2C=CC=CC=2)[P](C2C=CC=CC=2)(C2C=CC=CC=2)C2C=CC=CC=2)(C2C=CC=CC=2)C2C=CC=CC=2)=CC=1. The product is [C:1]([O:5][C:6]([N:8]1[CH2:13][CH2:12][N:11]([C:14]2[N:15]=[N:16][C:17]([C:21]([F:24])([F:23])[F:22])=[C:18]([C:29]3[S:30][C:26]([Cl:25])=[CH:27][CH:28]=3)[CH:19]=2)[CH2:10][CH2:9]1)=[O:7])([CH3:4])([CH3:3])[CH3:2]. The yield is 0.670. (5) The reactants are [OH:1][C:2]1[CH:3]=[C:4]([C:8]([O:10][CH3:11])=[O:9])[CH:5]=[N:6][CH:7]=1.Cl[C:13]([F:18])([F:17])C([O-])=O.[Na+].C(=O)([O-])[O-].[K+].[K+].[Cl-].[NH4+]. The catalyst is C(#N)C. The product is [F:17][CH:13]([F:18])[O:1][C:2]1[CH:3]=[C:4]([C:8]([O:10][CH3:11])=[O:9])[CH:5]=[N:6][CH:7]=1. The yield is 0.160. (6) The reactants are [C:1]1([CH3:11])[CH:6]=[CH:5][C:4]([S:7](Cl)(=[O:9])=[O:8])=[CH:3][CH:2]=1.[CH3:12][O:13][CH2:14][CH2:15][O:16][CH2:17][CH2:18][O:19][CH2:20][CH2:21][OH:22].O.C(OCC)(=O)C. The catalyst is N1C=CC=CC=1. The product is [CH3:11][C:1]1[CH:6]=[CH:5][C:4]([S:7]([O:22][CH2:21][CH2:20][O:19][CH2:18][CH2:17][O:16][CH2:15][CH2:14][O:13][CH3:12])(=[O:9])=[O:8])=[CH:3][CH:2]=1. The yield is 0.790.